Dataset: Forward reaction prediction with 1.9M reactions from USPTO patents (1976-2016). Task: Predict the product of the given reaction. (1) Given the reactants [C:1]([C:5]1[N:10]=[CH:9][C:8]([C:11]2[N:12]([C:32]([N:34]3[CH2:39][CH2:38][CH:37]([CH2:40][C:41](O)=[O:42])[CH2:36][CH2:35]3)=[O:33])[C@@:13]([C:25]3[CH:30]=[CH:29][C:28]([Cl:31])=[CH:27][CH:26]=3)([CH3:24])[C@@:14]([C:17]3[CH:22]=[CH:21][C:20]([Cl:23])=[CH:19][CH:18]=3)([CH3:16])[N:15]=2)=[C:7]([O:44][CH2:45][CH3:46])[CH:6]=1)([CH3:4])([CH3:3])[CH3:2].[CH:47]1([NH:53][CH:54]([CH3:56])[CH3:55])[CH2:52][CH2:51][CH2:50][CH2:49][CH2:48]1, predict the reaction product. The product is: [C:1]([C:5]1[N:10]=[CH:9][C:8]([C:11]2[N:12]([C:32]([N:34]3[CH2:35][CH2:36][CH:37]([CH2:40][C:41]([N:53]([CH:47]4[CH2:52][CH2:51][CH2:50][CH2:49][CH2:48]4)[CH:54]([CH3:56])[CH3:55])=[O:42])[CH2:38][CH2:39]3)=[O:33])[C@@:13]([C:25]3[CH:26]=[CH:27][C:28]([Cl:31])=[CH:29][CH:30]=3)([CH3:24])[C@@:14]([C:17]3[CH:18]=[CH:19][C:20]([Cl:23])=[CH:21][CH:22]=3)([CH3:16])[N:15]=2)=[C:7]([O:44][CH2:45][CH3:46])[CH:6]=1)([CH3:2])([CH3:3])[CH3:4]. (2) Given the reactants [Cl:1][C:2]1[N:7]=[C:6]2[CH:8]=[C:9]([C:11]([OH:13])=O)[S:10][C:5]2=[N:4][CH:3]=1.CN(C(ON1N=NC2C=CC=NC1=2)=[N+](C)C)C.F[P-](F)(F)(F)(F)F.CCN(C(C)C)C(C)C.Cl.[NH2:48][C:49]1[CH:50]=[C:51]([NH:56][C:57](=[O:69])[C:58]2[CH:63]=[CH:62][CH:61]=[C:60]([C:64]([C:67]#[N:68])([CH3:66])[CH3:65])[CH:59]=2)[CH:52]=[CH:53][C:54]=1[CH3:55], predict the reaction product. The product is: [Cl:1][C:2]1[N:7]=[C:6]2[CH:8]=[C:9]([C:11]([NH:48][C:49]3[CH:50]=[C:51]([NH:56][C:57](=[O:69])[C:58]4[CH:63]=[CH:62][CH:61]=[C:60]([C:64]([C:67]#[N:68])([CH3:65])[CH3:66])[CH:59]=4)[CH:52]=[CH:53][C:54]=3[CH3:55])=[O:13])[S:10][C:5]2=[N:4][CH:3]=1. (3) Given the reactants C(N(CC)CC)C.[CH3:8][N:9]=[C:10]=[O:11].[ClH:12].Cl.[NH2:14][CH2:15][C:16]1[CH:21]=[CH:20][CH:19]=[CH:18][C:17]=1[C:22]1[C:30]2[O:29][C:28]([C:31]([NH:33][C@H:34]3[CH:39]4[CH2:40][CH2:41][N:36]([CH2:37][CH2:38]4)[CH2:35]3)=[O:32])=[CH:27][C:26]=2[CH:25]=[CH:24][CH:23]=1.C1COCC1, predict the reaction product. The product is: [ClH:12].[N:36]12[CH2:37][CH2:38][CH:39]([CH2:40][CH2:41]1)[C@H:34]([NH:33][C:31]([C:28]1[O:29][C:30]3[C:22]([C:17]4[CH:18]=[CH:19][CH:20]=[CH:21][C:16]=4[CH2:15][NH:14][C:10]([NH:9][CH3:8])=[O:11])=[CH:23][CH:24]=[CH:25][C:26]=3[CH:27]=1)=[O:32])[CH2:35]2. (4) Given the reactants [NH2:1][CH2:2][C@H:3]1[N:8]([C:9]([C:11]2[N:12]=[C:13]([CH3:23])[S:14][C:15]=2[C:16]2[CH:17]=[C:18]([CH3:22])[CH:19]=[CH:20][CH:21]=2)=[O:10])[CH2:7][C@H:6]2[C@@H:4]1[CH2:5]2.[CH3:24][C:25]1[CH:33]=[CH:32][C:28]([C:29](O)=[O:30])=[CH:27][C:26]=1[C:34]([F:37])([F:36])[F:35], predict the reaction product. The product is: [CH3:24][C:25]1[CH:33]=[CH:32][C:28]([C:29]([NH:1][CH2:2][C@H:3]2[N:8]([C:9]([C:11]3[N:12]=[C:13]([CH3:23])[S:14][C:15]=3[C:16]3[CH:17]=[C:18]([CH3:22])[CH:19]=[CH:20][CH:21]=3)=[O:10])[CH2:7][C@H:6]3[C@@H:4]2[CH2:5]3)=[O:30])=[CH:27][C:26]=1[C:34]([F:35])([F:36])[F:37]. (5) Given the reactants [NH2:1][C:2]1[C:11]2[CH:10]=[CH:9][CH:8]=[C:7](Br)[C:6]=2[N:5]=[C:4]2[CH2:13][N:14]([CH3:17])[C:15](=[O:16])[C:3]=12.[CH3:18][O:19][C:20]1[C:25](B(O)O)=[CH:24][CH:23]=[C:22]([O:29][CH3:30])[N:21]=1, predict the reaction product. The product is: [NH2:1][C:2]1[C:11]2[CH:10]=[CH:9][CH:8]=[C:7]([C:25]3[C:20]([O:19][CH3:18])=[N:21][C:22]([O:29][CH3:30])=[CH:23][CH:24]=3)[C:6]=2[N:5]=[C:4]2[CH2:13][N:14]([CH3:17])[C:15](=[O:16])[C:3]=12. (6) Given the reactants [CH3:1][O:2][C:3]([CH:5]1[C:15](=O)[C:14](=[CH:17]N(C)C)[CH2:13][C:7]2([O:11][CH:10](C)[CH2:9][O:8]2)[CH2:6]1)=[O:4].[N+]([O-])(O)=O.[N+]([O-])(O)=O.[CH3:29][O:30][C:31]1[CH:32]=[C:33]([NH:43][C:44]([NH2:46])=[NH:45])[CH:34]=[CH:35][C:36]=1[N:37]1[CH:41]=[C:40]([CH3:42])[N:39]=[CH:38]1, predict the reaction product. The product is: [CH2:10]1[CH2:9][O:8][C:7]2([CH2:6][CH:5]([C:3]([O:2][CH3:1])=[O:4])[C:15]3[N:46]=[C:44]([NH:43][C:33]4[CH:34]=[CH:35][C:36]([N:37]5[CH:41]=[C:40]([CH3:42])[N:39]=[CH:38]5)=[C:31]([O:30][CH3:29])[CH:32]=4)[N:45]=[CH:17][C:14]=3[CH2:13]2)[O:11]1. (7) Given the reactants [CH3:1][C:2]1[CH:10]=[C:9]([C:11]2[CH2:15][C:14]([C:20]3[CH:25]=[C:24]([Cl:26])[C:23]([Cl:27])=[C:22]([Cl:28])[CH:21]=3)([C:16]([F:19])([F:18])[F:17])[O:13][N:12]=2)[CH:8]=[CH:7][C:3]=1[C:4]([OH:6])=O.CN(C(ON1N=NC2C=CC=CC1=2)=[N+](C)C)C.F[P-](F)(F)(F)(F)F.CCN(C(C)C)C(C)C.[NH2:62][CH2:63][C:64]1[CH:65]=[C:66]([F:76])[C:67]2[C:71]([CH3:73])([CH3:72])[O:70][B:69]([OH:74])[C:68]=2[CH:75]=1, predict the reaction product. The product is: [F:76][C:66]1[C:67]2[C:71]([CH3:72])([CH3:73])[O:70][B:69]([OH:74])[C:68]=2[CH:75]=[C:64]([CH2:63][NH:62][C:4](=[O:6])[C:3]2[CH:7]=[CH:8][C:9]([C:11]3[CH2:15][C:14]([C:20]4[CH:25]=[C:24]([Cl:26])[C:23]([Cl:27])=[C:22]([Cl:28])[CH:21]=4)([C:16]([F:19])([F:18])[F:17])[O:13][N:12]=3)=[CH:10][C:2]=2[CH3:1])[CH:65]=1. (8) Given the reactants [F:1][C:2]1[C:7]([F:8])=[C:6]([O:9][CH3:10])[CH:5]=[CH:4][C:3]=1[CH:11]1[CH2:13][CH:12]1[CH2:14][C:15]([OH:17])=[O:16].Cl.[CH2:19](O)[CH3:20], predict the reaction product. The product is: [F:1][C:2]1[C:7]([F:8])=[C:6]([O:9][CH3:10])[CH:5]=[CH:4][C:3]=1[CH:11]1[CH2:13][CH:12]1[CH2:14][C:15]([O:17][CH2:19][CH3:20])=[O:16]. (9) Given the reactants C([O:8][C:9]([C@H:11]1[CH2:15][CH2:14][CH2:13][N:12]1[C:16](=[O:41])[CH2:17][CH2:18][CH2:19][CH2:20][CH2:21][CH2:22][CH2:23][C:24]([N:26]1[CH2:30][CH2:29][CH2:28][C@@H:27]1[C:31]([O:33]CC1C=CC=CC=1)=[O:32])=[O:25])=[O:10])C1C=CC=CC=1, predict the reaction product. The product is: [C:31]([C@H:27]1[CH2:28][CH2:29][CH2:30][N:26]1[C:24](=[O:25])[CH2:23][CH2:22][CH2:21][CH2:20][CH2:19][CH2:18][CH2:17][C:16]([N:12]1[CH2:13][CH2:14][CH2:15][C@@H:11]1[C:9]([OH:10])=[O:8])=[O:41])([OH:33])=[O:32].